This data is from Reaction yield outcomes from USPTO patents with 853,638 reactions. The task is: Predict the reaction yield, written as a fraction of the theoretical maximum amount of product (1.0 means a 100% yield; for example, 0.34 means a 34% yield). (1) The reactants are Br[C:2]1[CH:10]=[CH:9][C:5]([N:6]([CH3:8])[CH3:7])=[C:4]([F:11])[CH:3]=1.C(B(CC)[C:15]1[CH:20]=[CH:19][N:18]=[CH:17][CH:16]=1)C.[OH-].[K+].C(OCC)(=O)C. The catalyst is [Br-].C([N+](CCCC)(CCCC)CCCC)CCC.O1CCCC1.[Cl-].[Na+].O. The product is [F:11][C:4]1[CH:3]=[C:2]([C:15]2[CH:20]=[CH:19][N:18]=[CH:17][CH:16]=2)[CH:10]=[CH:9][C:5]=1[N:6]([CH3:8])[CH3:7]. The yield is 0.440. (2) The reactants are [C:1](OC(=O)C)(=[O:3])C.C(O)=O.[CH2:11]([O:13][C:14](=[O:23])[CH2:15][C:16]1[CH:21]=[CH:20][C:19]([NH2:22])=[CH:18][CH:17]=1)[CH3:12].C([O-])([O-])=O.[Na+].[Na+]. The catalyst is C1COCC1. The product is [CH2:11]([O:13][C:14](=[O:23])[CH2:15][C:16]1[CH:17]=[CH:18][C:19]([NH:22][CH:1]=[O:3])=[CH:20][CH:21]=1)[CH3:12]. The yield is 0.930. (3) The reactants are [BH4-].[Na+].CO.[CH3:5][O:6][C:7](=[O:32])[CH2:8][O:9][CH2:10]/[CH:11]=[CH:12]\[CH2:13][N:14]1[C@@H:19]([CH2:20][CH2:21][C:22](=[O:30])[CH2:23][C:24]2[CH:29]=[CH:28][CH:27]=[CH:26][CH:25]=2)[CH2:18][CH2:17][CH2:16][C:15]1=[O:31]. The catalyst is C(Cl)Cl. The product is [CH3:5][O:6][C:7](=[O:32])[CH2:8][O:9][CH2:10]/[CH:11]=[CH:12]\[CH2:13][N:14]1[C:15](=[O:31])[CH2:16][CH2:17][CH2:18][C@@H:19]1[CH2:20][CH2:21][CH:22]([OH:30])[CH2:23][C:24]1[CH:29]=[CH:28][CH:27]=[CH:26][CH:25]=1. The yield is 0.870. (4) The reactants are [NH2:1][C:2]1[N:7]=[CH:6][N:5]=[C:4]2[N:8]([CH2:12][C@H:13]3[CH2:17][CH2:16][CH2:15][N:14]3[C:18]([O:20][C:21]([CH3:24])([CH3:23])[CH3:22])=[O:19])[N:9]=[C:10](I)[C:3]=12.[F:25][C:26]1[CH:27]=[C:28]([CH:45]=[C:46]([F:48])[CH:47]=1)[O:29][C:30]1[CH:35]=[CH:34][C:33](B2OC(C)(C)C(C)(C)O2)=[CH:32][CH:31]=1.O1CCOCC1.C(=O)([O-])[O-].[Na+].[Na+]. The catalyst is O. The product is [NH2:1][C:2]1[N:7]=[CH:6][N:5]=[C:4]2[N:8]([CH2:12][C@H:13]3[CH2:17][CH2:16][CH2:15][N:14]3[C:18]([O:20][C:21]([CH3:24])([CH3:23])[CH3:22])=[O:19])[N:9]=[C:10]([C:33]3[CH:32]=[CH:31][C:30]([O:29][C:28]4[CH:45]=[C:46]([F:48])[CH:47]=[C:26]([F:25])[CH:27]=4)=[CH:35][CH:34]=3)[C:3]=12. The yield is 0.810. (5) The reactants are [O:1]=[C:2]1[CH2:7][CH2:6][CH:5]([N:8]2[C:13](=[O:14])[C:12]([CH2:15][C:16]3[CH:21]=[CH:20][C:19]([C:22]4[CH:27]=[CH:26][CH:25]=[CH:24][C:23]=4[C:28]4[NH:32][C:31](=[O:33])[O:30][N:29]=4)=[CH:18][CH:17]=3)=[C:11]([CH2:34][CH2:35][CH3:36])[N:10]3[N:37]=[CH:38][N:39]=[C:9]23)[CH2:4][CH2:3]1.[O:40]1[CH2:44][CH:43](O)[CH:42]([OH:46])[CH2:41]1.CC1C=CC(S(O)(=O)=O)=CC=1.C(=O)([O-])O.[Na+]. The catalyst is C1(C)C=CC=CC=1. The product is [O:33]=[C:31]1[O:30][N:29]=[C:28]([C:23]2[CH:24]=[CH:25][CH:26]=[CH:27][C:22]=2[C:19]2[CH:18]=[CH:17][C:16]([CH2:15][C:12]3[C:13](=[O:14])[N:8]([CH:5]4[CH2:6][CH2:7][C:2]5([O:46][CH:42]6[CH2:41][O:40][CH2:44][CH:43]6[O:1]5)[CH2:3][CH2:4]4)[C:9]4[N:10]([N:37]=[CH:38][N:39]=4)[C:11]=3[CH2:34][CH2:35][CH3:36])=[CH:21][CH:20]=2)[NH:32]1. The yield is 0.680. (6) The reactants are [CH3:1][C:2]1[CH:9]=[C:8]([CH2:10][CH2:11][CH:12]=[C:13]([CH3:15])[CH3:14])[CH:7]=[CH:6][C:3]=1[CH:4]=O.COC(OC)OC.[C:23](Cl)(=[O:25])[CH3:24].C(=O)(O)[O-].[Na+].B(F)(F)F.CCOCC.C(OC=C)C. The catalyst is CO. The product is [CH3:1][C:2]1[CH:9]=[C:8]([CH2:10][CH2:11][CH:12]=[C:13]([CH3:15])[CH3:14])[CH:7]=[CH:6][C:3]=1/[CH:4]=[CH:24]/[CH:23]=[O:25]. The yield is 0.325. (7) The reactants are Br.Br[CH2:3][C:4]1[N:8]([CH3:9])[C:7]2[CH:10]=[CH:11][CH:12]=[CH:13][C:6]=2[N:5]=1.[CH3:14][C:15]1[N:20]=[C:19]([SH:21])[N:18]=[C:17]([OH:22])[CH:16]=1.C(N(CC)CC)C. The catalyst is C(O)C. The product is [CH3:14][C:15]1[N:20]=[C:19]([S:21][CH2:3][C:4]2[N:8]([CH3:9])[C:7]3[CH:10]=[CH:11][CH:12]=[CH:13][C:6]=3[N:5]=2)[N:18]=[C:17]([OH:22])[CH:16]=1. The yield is 0.900.